This data is from Reaction yield outcomes from USPTO patents with 853,638 reactions. The task is: Predict the reaction yield, written as a fraction of the theoretical maximum amount of product (1.0 means a 100% yield; for example, 0.34 means a 34% yield). (1) The reactants are I[C:2]1[O:3][C:4]([C:7]2[CH:8]=[C:9]3[C:14](=[CH:15][CH:16]=2)[CH:13]=[N:12][CH:11]=[CH:10]3)=[CH:5][N:6]=1.[CH3:17][O:18][C:19]1[CH:24]=[CH:23][C:22]([CH2:25][NH2:26])=[CH:21][CH:20]=1. The catalyst is CN1C(=O)CCC1. The product is [CH3:17][O:18][C:19]1[CH:24]=[CH:23][C:22]([CH2:25][NH:26][C:2]2[O:3][C:4]([C:7]3[CH:8]=[C:9]4[C:14](=[CH:15][CH:16]=3)[CH:13]=[N:12][CH:11]=[CH:10]4)=[CH:5][N:6]=2)=[CH:21][CH:20]=1. The yield is 0.950. (2) The reactants are Cl[CH2:2][C:3]([C:7]1[CH:12]=[C:11]([F:13])[CH:10]=[C:9]([F:14])[CH:8]=1)([OH:6])[CH2:4]Cl.C(=O)(O)[O-].[Na+].[CH:20]([NH2:23])([CH3:22])[CH3:21].O. The catalyst is C(#N)C.COC(C)(C)C. The product is [F:14][C:9]1[CH:8]=[C:7]([C:3]2([OH:6])[CH2:4][N:23]([CH:20]([CH3:22])[CH3:21])[CH2:2]2)[CH:12]=[C:11]([F:13])[CH:10]=1. The yield is 0.360. (3) The reactants are O1CCC[CH2:2]1.[C:6]([O:10][C:11]([N:13]([CH2:20][C:21]([O:23][CH2:24][C:25]1[CH:30]=[CH:29][CH:28]=[CH:27][CH:26]=1)=[O:22])[CH2:14][CH2:15][O:16][CH2:17][CH2:18][OH:19])=[O:12])([CH3:9])([CH3:8])[CH3:7].[H-].[Na+].IC. The catalyst is O. The product is [C:6]([O:10][C:11]([N:13]([CH2:20][C:21]([O:23][CH2:24][C:25]1[CH:30]=[CH:29][CH:28]=[CH:27][CH:26]=1)=[O:22])[CH2:14][CH2:15][O:16][CH2:17][CH2:18][O:19][CH3:2])=[O:12])([CH3:9])([CH3:7])[CH3:8]. The yield is 0.500. (4) The reactants are [I:1][C:2]1[C:10]2[C:5](=[CH:6][CH:7]=[CH:8][CH:9]=2)[NH:4][N:3]=1.[N:11]([C:14]([CH3:17])([CH3:16])[CH3:15])=[C:12]=[O:13]. The catalyst is CN(C=O)C. The product is [C:14]([NH:11][C:12]([N:4]1[C:5]2[C:10](=[CH:9][CH:8]=[CH:7][CH:6]=2)[C:2]([I:1])=[N:3]1)=[O:13])([CH3:17])([CH3:16])[CH3:15]. The yield is 0.630. (5) The reactants are CC(N=NC(C#N)(C)C)([C:4]#[N:5])C.C1C(=O)N(Br)C(=O)C1.[F:21][C:22]1[CH:27]=[CH:26][C:25]([C:28]2[O:54][C:31]3=[N:32][CH:33]=[C:34]([C:36]4[CH:37]=[C:38]([CH:51]=[CH:52][CH:53]=4)[C:39]([NH:41][C:42]4([C:45]5[CH:50]=[CH:49][CH:48]=[CH:47][CH:46]=5)[CH2:44][CH2:43]4)=[O:40])[CH:35]=[C:30]3[C:29]=2[CH:55]=[O:56])=[CH:24][CH:23]=1.CN. The catalyst is C(Cl)(Cl)(Cl)Cl. The product is [F:21][C:22]1[CH:27]=[CH:26][C:25]([C:28]2[O:54][C:31]3=[N:32][CH:33]=[C:34]([C:36]4[CH:53]=[CH:52][CH:51]=[C:38]([C:39](=[O:40])[NH:41][C:42]5([C:45]6[CH:50]=[CH:49][CH:48]=[CH:47][CH:46]=6)[CH2:43][CH2:44]5)[CH:37]=4)[CH:35]=[C:30]3[C:29]=2[C:55]([NH:5][CH3:4])=[O:56])=[CH:24][CH:23]=1. The yield is 0.110.